From a dataset of Full USPTO retrosynthesis dataset with 1.9M reactions from patents (1976-2016). Predict the reactants needed to synthesize the given product. (1) Given the product [Cl:1][C:2]1[C:7]([O:8][CH3:9])=[CH:6][C:5]([O:10][CH3:11])=[C:4]([Cl:12])[C:3]=1[C:13]1[N:18]=[C:17]2[NH:19][N:20]=[C:21]([C:33]3[CH:34]=[CH:35][C:29]4[O:28][CH:27]([C:25]([N:24]([CH3:23])[CH3:45])=[O:26])[CH2:31][C:30]=4[CH:32]=3)[C:16]2=[CH:15][N:14]=1, predict the reactants needed to synthesize it. The reactants are: [Cl:1][C:2]1[C:7]([O:8][CH3:9])=[CH:6][C:5]([O:10][CH3:11])=[C:4]([Cl:12])[C:3]=1[C:13]1[N:18]=[C:17]2[NH:19][N:20]=[C:21](I)[C:16]2=[CH:15][N:14]=1.[CH3:23][N:24]([CH3:45])[C:25]([CH:27]1[CH2:31][C:30]2[CH:32]=[C:33](B3OC(C)(C)C(C)(C)O3)[CH:34]=[CH:35][C:29]=2[O:28]1)=[O:26].C(=O)([O-])[O-].[Na+].[Na+]. (2) Given the product [Si:10]([O:24][C:16]1[CH:4]=[C:5]2[C:13]([CH:28]=[N:26][NH:1]2)=[CH:12][CH:11]=1)([C:7]([CH3:9])([CH3:8])[CH3:6])([C:17]1[CH:22]=[CH:21][CH:20]=[CH:19][CH:18]=1)[C:11]1[CH:16]=[CH:15][CH:14]=[CH:13][CH:12]=1, predict the reactants needed to synthesize it. The reactants are: [NH:1]1[CH:5]=[CH:4]N=C1.[CH3:6][C:7]([Si:10](Cl)([C:17]1[CH:22]=[CH:21][CH:20]=[CH:19][CH:18]=1)[C:11]1[CH:16]=[CH:15][CH:14]=[CH:13][CH:12]=1)([CH3:9])[CH3:8].[OH2:24].C[N:26]([CH:28]=O)C. (3) Given the product [OH:29][C:21]1([C:19]#[C:20][C:9]2[CH:18]=[CH:17][CH:16]=[CH:15][C:10]=2[C:11]([O:13][CH3:14])=[O:12])[C:26](=[CH2:27])[CH:25]2[CH2:28][CH:22]1[CH2:23][CH2:24]2, predict the reactants needed to synthesize it. The reactants are: C1(C)C=CC=CC=1.I[C:9]1[CH:18]=[CH:17][CH:16]=[CH:15][C:10]=1[C:11]([O:13][CH3:14])=[O:12].[C:19]([C:21]1([OH:29])[C:26](=[CH2:27])[CH:25]2[CH2:28][CH:22]1[CH2:23][CH2:24]2)#[CH:20].C(NC(C)C)(C)C.